Dataset: Catalyst prediction with 721,799 reactions and 888 catalyst types from USPTO. Task: Predict which catalyst facilitates the given reaction. (1) Reactant: [Cl:1][C:2]1[C:7]([Cl:8])=[CH:6][C:5]([NH2:9])=[C:4]([NH2:10])[CH:3]=1.C([O:15][C:16](=O)[CH2:17][C:18]([C:20]1[CH:25]=[CH:24][CH:23]=[C:22]([C:26]2[CH:31]=[CH:30][N:29]=[C:28]([CH2:32][CH3:33])[CH:27]=2)[CH:21]=1)=O)(C)(C)C. Product: [Cl:1][C:2]1[C:7]([Cl:8])=[CH:6][C:5]2[NH:9][C:16](=[O:15])[CH2:17][C:18]([C:20]3[CH:25]=[CH:24][CH:23]=[C:22]([C:26]4[CH:31]=[CH:30][N:29]=[C:28]([CH2:32][CH3:33])[CH:27]=4)[CH:21]=3)=[N:10][C:4]=2[CH:3]=1. The catalyst class is: 113. (2) Reactant: [H-].[Na+].Cl[CH2:4][CH2:5][CH2:6][C:7]([NH:9][C:10]1[C:18]2[C:13](=[N:14][C:15]([C:26]3[CH:31]=[CH:30][C:29]([Cl:32])=[CH:28][C:27]=3[Cl:33])=[C:16]([C:19]3[CH:24]=[CH:23][C:22]([Cl:25])=[CH:21][CH:20]=3)[CH:17]=2)[O:12][C:11]=1[C:34](=[O:39])[C:35]([CH3:38])([CH3:37])[CH3:36])=[O:8]. Product: [Cl:25][C:22]1[CH:21]=[CH:20][C:19]([C:16]2[CH:17]=[C:18]3[C:10]([N:9]4[CH2:4][CH2:5][CH2:6][C:7]4=[O:8])=[C:11]([C:34](=[O:39])[C:35]([CH3:37])([CH3:36])[CH3:38])[O:12][C:13]3=[N:14][C:15]=2[C:26]2[CH:31]=[CH:30][C:29]([Cl:32])=[CH:28][C:27]=2[Cl:33])=[CH:24][CH:23]=1. The catalyst class is: 1. (3) Reactant: [I:1][C:2]1[C:10]2[C:5](=[N:6][C:7]([CH3:11])=[N:8][CH:9]=2)[NH:4][N:3]=1.C(=O)([O-])[O-].[Cs+].[Cs+].[F:18][C:19]1[C:26]([F:27])=[CH:25][CH:24]=[CH:23][C:20]=1[CH2:21]Br. Product: [F:18][C:19]1[C:26]([F:27])=[CH:25][CH:24]=[CH:23][C:20]=1[CH2:21][N:4]1[C:5]2=[N:6][C:7]([CH3:11])=[N:8][CH:9]=[C:10]2[C:2]([I:1])=[N:3]1. The catalyst class is: 3. (4) Reactant: [Cl:1][C:2]1[CH:7]=[CH:6][CH:5]=[CH:4][C:3]=1[N:8]1[C:12]([S:13][C:14]2[CH:15]=[N:16][CH:17]=[C:18]([F:20])[CH:19]=2)=[CH:11][C:10]([C:21](OCC)=[O:22])=[N:9]1.[H-].C([Al+]CC(C)C)C(C)C.C1(C)C=CC=CC=1.O.O.O.O.O.O.O.O.O.O.[O-]S([O-])(=O)=O.[Na+].[Na+]. Product: [Cl:1][C:2]1[CH:7]=[CH:6][CH:5]=[CH:4][C:3]=1[N:8]1[C:12]([S:13][C:14]2[CH:15]=[N:16][CH:17]=[C:18]([F:20])[CH:19]=2)=[CH:11][C:10]([CH2:21][OH:22])=[N:9]1. The catalyst class is: 7.